This data is from Catalyst prediction with 721,799 reactions and 888 catalyst types from USPTO. The task is: Predict which catalyst facilitates the given reaction. (1) Reactant: N[C:2]1[CH:3]=[C:4]([C:9]2[CH:14]=[CH:13][C:12]([Cl:15])=[CH:11][CH:10]=2)[CH:5]=[CH:6][C:7]=1[CH3:8].N([O-])=O.[Na+].[BrH:20]. Product: [Br:20][C:2]1[CH:3]=[C:4]([C:9]2[CH:14]=[CH:13][C:12]([Cl:15])=[CH:11][CH:10]=2)[CH:5]=[CH:6][C:7]=1[CH3:8]. The catalyst class is: 6. (2) Reactant: [CH3:1][C:2]1[CH:3]=[CH:4][C:5]([S:9][C:10]2[CH:15]=[CH:14][CH:13]=[CH:12][CH:11]=2)=[C:6]([NH2:8])[CH:7]=1.C([C:18]1[C:19]([N:27]=[CH:28][N:29]([CH3:31])C)=[N:20][C:21]([CH2:24][CH2:25][CH3:26])=[CH:22][CH:23]=1)#N. Product: [CH3:1][C:2]1[CH:3]=[CH:4][C:5]([S:9][C:10]2[CH:11]=[CH:12][CH:13]=[CH:14][CH:15]=2)=[C:6]([NH:8][C:31]2[C:18]3[CH:23]=[CH:22][C:21]([CH2:24][CH2:25][CH3:26])=[N:20][C:19]=3[N:27]=[CH:28][N:29]=2)[CH:7]=1. The catalyst class is: 15. (3) Reactant: [F:1][C:2]1[C:10]2[S:9][CH:8]=[CH:7][C:6]=2[CH:5]=[CH:4][CH:3]=1.[Li]CCCC.CCCCCC.[C:22]([O:26][C:27]([N:29]1[CH2:33][CH2:32][C:31]([CH:41]=[O:42])([CH2:34][CH:35]2[CH2:40][CH2:39][O:38][CH2:37][CH2:36]2)[CH2:30]1)=[O:28])([CH3:25])([CH3:24])[CH3:23]. Product: [C:22]([O:26][C:27]([N:29]1[CH2:33][CH2:32][C:31]([CH:41]([C:8]2[S:9][C:10]3[C:2]([F:1])=[CH:3][CH:4]=[CH:5][C:6]=3[CH:7]=2)[OH:42])([CH2:34][CH:35]2[CH2:40][CH2:39][O:38][CH2:37][CH2:36]2)[CH2:30]1)=[O:28])([CH3:24])([CH3:25])[CH3:23]. The catalyst class is: 7. (4) Reactant: [F:1][C:2]1[CH:10]=[C:9]2[C:5]([C:6]([CH:11]=[O:12])=[CH:7][NH:8]2)=[CH:4][CH:3]=1.[H-].[Na+].[CH3:15][O:16][C:17]1[C:26]2[C:21](=[CH:22][CH:23]=[CH:24][CH:25]=2)[C:20]([S:27](Cl)(=[O:29])=[O:28])=[CH:19][C:18]=1[N:31]1[CH2:36][CH2:35][N:34]([C:37](=[O:42])[C:38]([Cl:41])([Cl:40])[Cl:39])[CH2:33][CH2:32]1. Product: [F:1][C:2]1[CH:10]=[C:9]2[C:5]([C:6]([CH:11]=[O:12])=[CH:7][N:8]2[S:27]([C:20]2[C:21]3[C:26](=[CH:25][CH:24]=[CH:23][CH:22]=3)[C:17]([O:16][CH3:15])=[C:18]([N:31]3[CH2:36][CH2:35][N:34]([C:37](=[O:42])[C:38]([Cl:41])([Cl:39])[Cl:40])[CH2:33][CH2:32]3)[CH:19]=2)(=[O:28])=[O:29])=[CH:4][CH:3]=1. The catalyst class is: 1. (5) Reactant: [CH2:1]1[C:3]2([CH2:7][CH:6]([N:8]([CH2:16][CH2:17][CH2:18][O:19][C:20]3[CH:29]=[C:28]4[C:23]([C:24]([O:30][C:31]5[CH:32]=[CH:33][C:34]([NH:37][C:38]([C:40]6[C:41](=[O:53])[N:42]([C:47]7[CH:52]=[CH:51][CH:50]=[CH:49][CH:48]=7)[N:43]([CH3:46])[C:44]=6[CH3:45])=[O:39])=[N:35][CH:36]=5)=[CH:25][CH:26]=[N:27]4)=[CH:22][CH:21]=3)C(OC(C)(C)C)=O)[CH2:5][O:4]2)[CH2:2]1.Cl.C1COCC1.C([O-])(O)=O.[Na+]. Product: [CH2:2]1[C:3]2([CH2:7][CH:6]([NH:8][CH2:16][CH2:17][CH2:18][O:19][C:20]3[CH:29]=[C:28]4[C:23]([C:24]([O:30][C:31]5[CH:32]=[CH:33][C:34]([NH:37][C:38]([C:40]6[C:41](=[O:53])[N:42]([C:47]7[CH:52]=[CH:51][CH:50]=[CH:49][CH:48]=7)[N:43]([CH3:46])[C:44]=6[CH3:45])=[O:39])=[N:35][CH:36]=5)=[CH:25][CH:26]=[N:27]4)=[CH:22][CH:21]=3)[CH2:5][O:4]2)[CH2:1]1. The catalyst class is: 1. (6) Reactant: [F:1][C:2]1[CH:3]=[C:4]([CH:7]=[C:8]([F:11])[C:9]=1[OH:10])[CH:5]=[O:6].C([O-])([O-])=O.[K+].[K+].Br[CH:19]([CH3:21])[CH3:20]. Product: [F:1][C:2]1[CH:3]=[C:4]([CH:7]=[C:8]([F:11])[C:9]=1[O:10][CH:19]([CH3:21])[CH3:20])[CH:5]=[O:6]. The catalyst class is: 23. (7) Reactant: C(NC1N=[C:18]([NH:20][C:21](=[O:28])[C:22]2[CH:27]=[CH:26][CH:25]=[CH:24][CH:23]=2)[C:17]2[C:12](=[CH:13][CH:14]=[C:15](CNC3C=C(OC)C(OC)=C(OC)C=3)[C:16]=2C)N=1)(=O)C1C=CC=CC=1.CC1NC([N+]([O-])=[O:51])=CN=1.C(=O)([O-])[O-].[K+].[K+]. Product: [CH:27]1[C:22]([C:21]([NH:20][C:18]([C:17]2[CH:16]=[CH:15][CH:14]=[CH:13][CH:12]=2)=[O:51])=[O:28])=[CH:23][CH:24]=[CH:25][CH:26]=1. The catalyst class is: 9. (8) Reactant: [CH3:1][O:2][C:3](=[O:15])[C:4]1[CH:9]=[CH:8][C:7]([CH:10]([OH:14])[CH:11]([CH3:13])[CH3:12])=[CH:6][CH:5]=1.N(C(N1CCCCC1)=O)=NC(N1CCCCC1)=O.C(P(CCCC)CCCC)CCC.[Br:47][C:48]1[C:53]([CH3:54])=[CH:52][C:51](O)=[CH:50][C:49]=1[CH3:56]. Product: [CH3:1][O:2][C:3](=[O:15])[C:4]1[CH:9]=[CH:8][C:7]([CH:10]([O:14][C:51]2[CH:52]=[C:53]([CH3:54])[C:48]([Br:47])=[C:49]([CH3:56])[CH:50]=2)[CH:11]([CH3:12])[CH3:13])=[CH:6][CH:5]=1. The catalyst class is: 11. (9) Reactant: [Cl:1][C:2]1[CH:3]=[CH:4][C:5]([O:18][CH2:19][C:20]2[CH:25]=[CH:24][CH:23]=[CH:22][CH:21]=2)=[C:6]([CH2:8][N:9]2[C:13]([CH3:14])=[CH:12][C:11]([C:15]([NH2:17])=[O:16])=[N:10]2)[CH:7]=1.CO[C:28](OC)([N:30]([CH3:32])[CH3:31])[CH3:29]. Product: [Cl:1][C:2]1[CH:3]=[CH:4][C:5]([O:18][CH2:19][C:20]2[CH:21]=[CH:22][CH:23]=[CH:24][CH:25]=2)=[C:6]([CH2:8][N:9]2[C:13]([CH3:14])=[CH:12][C:11]([C:15](/[N:17]=[C:28](/[N:30]([CH3:32])[CH3:31])\[CH3:29])=[O:16])=[N:10]2)[CH:7]=1. The catalyst class is: 13.